This data is from Reaction yield outcomes from USPTO patents with 853,638 reactions. The task is: Predict the reaction yield, written as a fraction of the theoretical maximum amount of product (1.0 means a 100% yield; for example, 0.34 means a 34% yield). (1) The product is [C:1]([C:5]1[CH:6]=[C:7]2[C:8](=[CH:9][C:10]=1[N+:11]([O-:13])=[O:12])[NH:14][CH:15]=[CH:16]2)([CH3:4])([CH3:3])[CH3:2]. The reactants are [C:1]([C:5]1[C:10]([N+:11]([O-:13])=[O:12])=[CH:9][C:8]([NH:14][C:15]#[C:16][Si](C)(C)C)=[CH:7][CH:6]=1)([CH3:4])([CH3:3])[CH3:2]. The yield is 0.690. The catalyst is CN(C=O)C.[Cu]I. (2) The reactants are [Br:1][C:2]1[C:7]([NH2:8])=[CH:6][C:5]([Cl:9])=[CH:4][N:3]=1.[C:10]([C:14]1[CH:19]=[CH:18][C:17]([S:20](Cl)(=[O:22])=[O:21])=[CH:16][CH:15]=1)([CH3:13])([CH3:12])[CH3:11]. The catalyst is N1C=CC=CC=1. The product is [Br:1][C:2]1[C:7]([NH:8][S:20]([C:17]2[CH:18]=[CH:19][C:14]([C:10]([CH3:13])([CH3:12])[CH3:11])=[CH:15][CH:16]=2)(=[O:22])=[O:21])=[CH:6][C:5]([Cl:9])=[CH:4][N:3]=1. The yield is 0.660. (3) The reactants are [NH:1]1[C:9]2[C:4](=[CH:5][CH:6]=[CH:7][N:8]=2)[CH:3]=[CH:2]1.[Cl:10][C:11]1[CH:28]=[CH:27][C:14]([CH2:15][O:16][C:17]2[CH:24]=[CH:23][C:20]([CH:21]=[O:22])=[CH:19][C:18]=2[O:25][CH3:26])=[CH:13][CH:12]=1.[CH3:29]O.[OH-].[K+]. The catalyst is C(OCC)(=O)C.O. The product is [Cl:10][C:11]1[CH:28]=[CH:27][C:14]([CH2:15][O:16][C:17]2[CH:24]=[CH:23][C:20]([CH:21]([O:22][CH3:29])[C:3]3[C:4]4[C:9](=[N:8][CH:7]=[CH:6][CH:5]=4)[NH:1][CH:2]=3)=[CH:19][C:18]=2[O:25][CH3:26])=[CH:13][CH:12]=1. The yield is 0.740. (4) The reactants are [CH2:1]([C:5]1[CH:14]=[CH:13][C:8]([C:9]([NH:11][NH2:12])=[O:10])=[CH:7][CH:6]=1)[CH:2]([CH3:4])[CH3:3].[OH:15][CH2:16][C:17]1[CH:25]=[CH:24][C:20]([C:21](O)=[O:22])=[CH:19][CH:18]=1.CN(C(ON1N=NC2C=CC=CC1=2)=[N+](C)C)C.F[P-](F)(F)(F)(F)F.C(N(C(C)C)CC)(C)C. The yield is 0.560. The catalyst is C(OCC)(=O)C.CN(C=O)C. The product is [OH:22][CH2:21][C:20]1[CH:24]=[CH:25][C:17]([C:16]([NH:12][NH:11][C:9](=[O:10])[C:8]2[CH:13]=[CH:14][C:5]([CH2:1][CH:2]([CH3:4])[CH3:3])=[CH:6][CH:7]=2)=[O:15])=[CH:18][CH:19]=1. (5) The reactants are FC(F)(F)S(O/[C:7](/[CH3:26])=[C:8](/[C:20]1[CH:25]=[CH:24][CH:23]=[CH:22][CH:21]=1)\[C:9](=[O:19])[NH:10][CH2:11][CH2:12][C:13]1[CH:18]=[CH:17][CH:16]=[CH:15][CH:14]=1)(=O)=O.[F:29][C:30]1[C:31]([OH:39])=[C:32]([CH:36]=[CH:37][CH:38]=1)[C:33]([NH2:35])=[O:34].[C:40](=O)([O-])[O-].[Cs+].[Cs+]. The catalyst is C1C=CC(/C=C/C(/C=C/C2C=CC=CC=2)=O)=CC=1.C1C=CC(/C=C/C(/C=C/C2C=CC=CC=2)=O)=CC=1.C1C=CC(/C=C/C(/C=C/C2C=CC=CC=2)=O)=CC=1.[Pd].[Pd]. The product is [F:29][C:30]1[C:31]([O:39][CH3:40])=[C:32]([CH:36]=[CH:37][CH:38]=1)[C:33]([NH:35]/[C:7](/[CH3:26])=[C:8](/[C:20]1[CH:21]=[CH:22][CH:23]=[CH:24][CH:25]=1)\[C:9](=[O:19])[NH:10][CH2:11][CH2:12][C:13]1[CH:14]=[CH:15][CH:16]=[CH:17][CH:18]=1)=[O:34]. The yield is 0.560. (6) The reactants are CC(OI1(OC(C)=O)(OC(C)=O)OC(=O)C2C=CC=CC1=2)=O.[Cl:23][C:24]1[CH:25]=[C:26]([CH:30]=[CH:31][CH:32]=1)[CH2:27][CH2:28][OH:29]. The catalyst is C(Cl)Cl. The product is [Cl:23][C:24]1[CH:25]=[C:26]([CH2:27][CH:28]=[O:29])[CH:30]=[CH:31][CH:32]=1. The yield is 0.780. (7) The reactants are C(OC([NH:8][C@H:9]1[CH2:14][CH2:13][CH2:12][N:11]([C:15]2[N:20]3[N:21]=[CH:22][CH:23]=[C:19]3[N:18]=[C:17]([CH3:24])[C:16]=2[CH:25]([CH2:31][CH2:32][CH3:33])[C:26]([O:28][CH2:29][CH3:30])=[O:27])[CH2:10]1)=O)(C)(C)C.FC(F)(F)C(O)=O.C1(C)C=CC=CC=1.[Cl:48][C:49]1[CH:54]=[CH:53][C:52]([S:55](Cl)(=[O:57])=[O:56])=[CH:51][CH:50]=1. The catalyst is ClCCl.ClCCl.C(N(CC)CC)C. The product is [Cl:48][C:49]1[CH:54]=[CH:53][C:52]([S:55]([NH:8][C@H:9]2[CH2:14][CH2:13][CH2:12][N:11]([C:15]3[N:20]4[N:21]=[CH:22][CH:23]=[C:19]4[N:18]=[C:17]([CH3:24])[C:16]=3[CH:25]([CH2:31][CH2:32][CH3:33])[C:26]([O:28][CH2:29][CH3:30])=[O:27])[CH2:10]2)(=[O:57])=[O:56])=[CH:51][CH:50]=1. The yield is 0.650. (8) The reactants are C(NCCC)CC.C([Li])CCC.CCCCCC.[CH2:19]([O:26][C@H:27]1[CH2:32][C@@H:31]2[C@@H:29]([O:30]2)[C@@H:28]1[CH2:33][O:34][CH2:35][C:36]1[CH:41]=[CH:40][CH:39]=[CH:38][CH:37]=1)[C:20]1[CH:25]=[CH:24][CH:23]=[CH:22][CH:21]=1.Cl[Si:43]([CH3:46])([CH3:45])[CH3:44]. The catalyst is COC(C)(C)C.C(OCC)(=O)C.CCCCCCC. The product is [CH2:19]([O:26][C@H:27]1[CH2:32][C@@H:31]([O:30][Si:43]([CH3:46])([CH3:45])[CH3:44])[CH:29]=[C:28]1[CH2:33][O:34][CH2:35][C:36]1[CH:41]=[CH:40][CH:39]=[CH:38][CH:37]=1)[C:20]1[CH:25]=[CH:24][CH:23]=[CH:22][CH:21]=1. The yield is 0.974.